This data is from Full USPTO retrosynthesis dataset with 1.9M reactions from patents (1976-2016). The task is: Predict the reactants needed to synthesize the given product. Given the product [F:19][C:16]([F:17])([F:18])[CH2:15][N:12]1[CH2:13][CH2:14][N:9]([NH2:7])[CH2:10][CH2:11]1, predict the reactants needed to synthesize it. The reactants are: [H-].[Al+3].[Li+].[H-].[H-].[H-].[N:7]([N:9]1[CH2:14][CH2:13][N:12]([CH2:15][C:16]([F:19])([F:18])[F:17])[CH2:11][CH2:10]1)=O.C(OCC)(=O)C.